Dataset: Forward reaction prediction with 1.9M reactions from USPTO patents (1976-2016). Task: Predict the product of the given reaction. Given the reactants [NH2:1][C:2]1[N:7]=[C:6]([NH:8][C:9]2[CH:10]=[C:11]3[C:15](=[C:16]([C:18]4[NH:19][C:20]5[C:25]([CH:26]=4)=[CH:24][CH:23]=[CH:22][C:21]=5[C:27](O)=[O:28])[CH:17]=2)[NH:14][N:13]=[CH:12]3)[CH:5]=[CH:4][N:3]=1.C1N=C[N:32](C(N2C=NC=C2)=O)C=1.CN(C)C=O.N, predict the reaction product. The product is: [NH2:1][C:2]1[N:7]=[C:6]([NH:8][C:9]2[CH:10]=[C:11]3[C:15](=[C:16]([C:18]4[NH:19][C:20]5[C:25]([CH:26]=4)=[CH:24][CH:23]=[CH:22][C:21]=5[C:27]([NH2:32])=[O:28])[CH:17]=2)[NH:14][N:13]=[CH:12]3)[CH:5]=[CH:4][N:3]=1.